This data is from Forward reaction prediction with 1.9M reactions from USPTO patents (1976-2016). The task is: Predict the product of the given reaction. (1) Given the reactants [CH3:1][C:2]1[CH:7]=[CH:6][C:5]([C:8](=[O:15])[CH2:9][CH2:10][CH2:11][CH2:12][CH2:13][CH3:14])=[CH:4][CH:3]=1.C1(C)C=CC(S(O)(=O)=O)=CC=1.[CH2:27](O)[CH2:28][OH:29], predict the reaction product. The product is: [CH2:9]([C:8]1([C:5]2[CH:6]=[CH:7][C:2]([CH3:1])=[CH:3][CH:4]=2)[O:29][CH2:28][CH2:27][O:15]1)[CH2:10][CH2:11][CH2:12][CH2:13][CH3:14]. (2) Given the reactants [F:1][C:2]1[CH:7]=[CH:6][C:5]([CH2:8][CH2:9][N:10]2[CH2:15][CH2:14][CH:13]([C:16]([C:18]3[CH:23]=[CH:22][CH:21]=[C:20]([O:24][Si](C(C)C)(C(C)C)C(C)C)[C:19]=3[O:35][CH3:36])=[O:17])[CH2:12][CH2:11]2)=[CH:4][CH:3]=1.[F-].C([N+](CCCC)(CCCC)CCCC)CCC, predict the reaction product. The product is: [F:1][C:2]1[CH:7]=[CH:6][C:5]([CH2:8][CH2:9][N:10]2[CH2:11][CH2:12][CH:13]([C:16]([C:18]3[CH:23]=[CH:22][CH:21]=[C:20]([OH:24])[C:19]=3[O:35][CH3:36])=[O:17])[CH2:14][CH2:15]2)=[CH:4][CH:3]=1. (3) Given the reactants Cl.Cl.[Cl:3][C:4]1[CH:5]=[C:6]([O:12][CH2:13][C:14]2([CH3:19])[CH2:18][CH2:17][NH:16][CH2:15]2)[C:7]([C:10]#[N:11])=[N:8][CH:9]=1.[F:20][C:21]([F:32])([F:31])[C@H:22]1[CH2:27][CH2:26][C@H:25]([C:28](O)=[O:29])[CH2:24][CH2:23]1.N1C2C(=CC=CC=2)C=C1C(O)=O, predict the reaction product. The product is: [Cl:3][C:4]1[CH:5]=[C:6]([O:12][CH2:13][C:14]2([CH3:19])[CH2:18][CH2:17][N:16]([C:28]([C@H:25]3[CH2:24][CH2:23][C@H:22]([C:21]([F:20])([F:31])[F:32])[CH2:27][CH2:26]3)=[O:29])[CH2:15]2)[C:7]([C:10]#[N:11])=[N:8][CH:9]=1. (4) Given the reactants [Br:1][C:2]1[CH:15]=[CH:14][C:5]([O:6][CH2:7][CH2:8][N:9]([CH2:12]C)[CH2:10]C)=[CH:4][CH:3]=1.Cl.ClCCN(C)C, predict the reaction product. The product is: [Br:1][C:2]1[CH:15]=[CH:14][C:5]([O:6][CH2:7][CH2:8][N:9]([CH3:12])[CH3:10])=[CH:4][CH:3]=1. (5) Given the reactants [C:1]([C:3]1[CH:4]=[C:5]([S:9](Cl)(=[O:11])=[O:10])[CH:6]=[CH:7][CH:8]=1)#[N:2].[N:13]1[CH:18]=[CH:17][CH:16]=[CH:15][CH:14]=1.[OH2:19], predict the reaction product. The product is: [C:1]([C:3]1[CH:4]=[C:5]([S:9]([O-:11])(=[O:19])=[O:10])[CH:6]=[CH:7][CH:8]=1)#[N:2].[NH+:13]1[CH:18]=[CH:17][CH:16]=[CH:15][CH:14]=1.